This data is from Full USPTO retrosynthesis dataset with 1.9M reactions from patents (1976-2016). The task is: Predict the reactants needed to synthesize the given product. The reactants are: [CH3:1][O:2][C:3]([C:5]1[S:6][C:7]([Br:11])=[CH:8][C:9]=1[NH2:10])=[O:4].CO[CH:14](OC)[N:15]([CH3:17])[CH3:16]. Given the product [CH3:1][O:2][C:3]([C:5]1[S:6][C:7]([Br:11])=[CH:8][C:9]=1[N:10]=[CH:14][N:15]([CH3:17])[CH3:16])=[O:4], predict the reactants needed to synthesize it.